This data is from Merck oncology drug combination screen with 23,052 pairs across 39 cell lines. The task is: Regression. Given two drug SMILES strings and cell line genomic features, predict the synergy score measuring deviation from expected non-interaction effect. (1) Drug 1: CN(C)C(=N)N=C(N)N. Drug 2: Cn1c(=O)n(-c2ccc(C(C)(C)C#N)cc2)c2c3cc(-c4cnc5ccccc5c4)ccc3ncc21. Cell line: SW620. Synergy scores: synergy=15.4. (2) Drug 1: CCN(CC)CCNC(=O)c1c(C)[nH]c(C=C2C(=O)Nc3ccc(F)cc32)c1C. Drug 2: CC1(c2nc3c(C(N)=O)cccc3[nH]2)CCCN1. Cell line: NCIH2122. Synergy scores: synergy=7.60.